This data is from Peptide-MHC class I binding affinity with 185,985 pairs from IEDB/IMGT. The task is: Regression. Given a peptide amino acid sequence and an MHC pseudo amino acid sequence, predict their binding affinity value. This is MHC class I binding data. The peptide sequence is KPSNSEDLL. The MHC is HLA-B07:02 with pseudo-sequence HLA-B07:02. The binding affinity (normalized) is 0.444.